Dataset: Forward reaction prediction with 1.9M reactions from USPTO patents (1976-2016). Task: Predict the product of the given reaction. (1) Given the reactants [O:1]1[CH2:5][CH2:4][CH2:3][CH:2]1[C:6]([N:8]1[CH2:13][CH2:12][NH:11][CH2:10][CH2:9]1)=[O:7].O1C=CC=C1C(N1CCNCC1)=O.[BrH:27], predict the reaction product. The product is: [BrH:27].[O:1]1[CH2:5][CH2:4][CH2:3][CH:2]1[C:6]([N:8]1[CH2:9][CH2:10][NH:11][CH2:12][CH2:13]1)=[O:7]. (2) The product is: [Cl:21][C:5]1[C:6]([NH:8][C:9]2[CH:14]=[CH:13][CH:12]=[CH:11][C:10]=2[S:15]([CH:18]([F:20])[F:19])(=[O:17])=[O:16])=[N:7][C:2]([NH:28][C:27]2[CH:29]=[C:30]([CH3:39])[C:31]([CH:33]3[CH2:38][CH2:37][NH:36][CH2:35][CH2:34]3)=[CH:32][C:26]=2[O:25][CH:22]([CH3:24])[CH3:23])=[N:3][CH:4]=1. Given the reactants Cl[C:2]1[N:7]=[C:6]([NH:8][C:9]2[CH:14]=[CH:13][CH:12]=[CH:11][C:10]=2[S:15]([CH:18]([F:20])[F:19])(=[O:17])=[O:16])[C:5]([Cl:21])=[CH:4][N:3]=1.[CH:22]([O:25][C:26]1[CH:32]=[C:31]([CH:33]2[CH2:38][CH2:37][NH:36][CH2:35][CH2:34]2)[C:30]([CH3:39])=[CH:29][C:27]=1[NH2:28])([CH3:24])[CH3:23].CC1C=CC(S(O)(=O)=O)=CC=1, predict the reaction product. (3) Given the reactants [Br:1][C:2]1[CH:3]=[C:4]([N:11]2[CH2:16][CH2:15][O:14][CH2:13][CH2:12]2)[CH:5]=[N:6][C:7]=1[N+:8]([O-])=O.[NH4+].[Cl-], predict the reaction product. The product is: [Br:1][C:2]1[C:7]([NH2:8])=[N:6][CH:5]=[C:4]([N:11]2[CH2:12][CH2:13][O:14][CH2:15][CH2:16]2)[CH:3]=1. (4) Given the reactants C([O:8][CH2:9][CH2:10][C:11]1[N:12]=[C:13]([C:17]2[CH:22]=[CH:21][C:20](Br)=[CH:19][C:18]=2[F:24])[O:14][C:15]=1[CH3:16])C1C=CC=CC=1.[CH3:25][S:26]([C:29]1[CH:34]=[CH:33][C:32](B(O)O)=[CH:31][CH:30]=1)(=[O:28])=[O:27], predict the reaction product. The product is: [F:24][C:18]1[CH:19]=[C:20]([C:32]2[CH:33]=[CH:34][C:29]([S:26]([CH3:25])(=[O:28])=[O:27])=[CH:30][CH:31]=2)[CH:21]=[CH:22][C:17]=1[C:13]1[O:14][C:15]([CH3:16])=[C:11]([CH2:10][CH2:9][OH:8])[N:12]=1. (5) Given the reactants [CH3:1][O:2][C:3]1[CH:8]=[CH:7][C:6](B(O)O)=[CH:5][CH:4]=1.[Cl:12][C:13]1[N:18]=[C:17]([N:19]([CH3:39])[CH2:20][CH2:21][CH2:22][O:23][C:24]2[CH:25]=[C:26]3[C:30](=[CH:31][CH:32]=2)[C@H:29]([CH2:33][C:34]([O:36][CH2:37][CH3:38])=[O:35])[CH2:28][CH2:27]3)[C:16](Cl)=[CH:15][N:14]=1.C(Cl)Cl.C([O-])([O-])=O.[Na+].[Na+], predict the reaction product. The product is: [Cl:12][C:13]1[N:18]=[C:17]([N:19]([CH3:39])[CH2:20][CH2:21][CH2:22][O:23][C:24]2[CH:25]=[C:26]3[C:30](=[CH:31][CH:32]=2)[C@H:29]([CH2:33][C:34]([O:36][CH2:37][CH3:38])=[O:35])[CH2:28][CH2:27]3)[C:16]([C:6]2[CH:7]=[CH:8][C:3]([O:2][CH3:1])=[CH:4][CH:5]=2)=[CH:15][N:14]=1. (6) Given the reactants [NH2:1][C@H:2]1[CH2:7][CH2:6][CH2:5][CH2:4][C@H:3]1[C:8]([OH:10])=[O:9].Cl.[CH3:12]O, predict the reaction product. The product is: [NH2:1][C@H:2]1[CH2:7][CH2:6][CH2:5][CH2:4][C@H:3]1[C:8]([O:10][CH3:12])=[O:9]. (7) Given the reactants [CH2:1]([OH:4])[CH2:2][OH:3].[H-].[Na+].[C:7]([Si:11](Cl)([CH3:13])[CH3:12])([CH3:10])([CH3:9])[CH3:8], predict the reaction product. The product is: [Si:11]([O:3][CH2:2][CH2:1][OH:4])([C:7]([CH3:10])([CH3:9])[CH3:8])([CH3:13])[CH3:12]. (8) Given the reactants C(O)(C(F)(F)F)=O.C(OC(=O)[NH:14][CH2:15][C:16]([CH3:50])([CH3:49])[CH2:17][NH:18][C:19](=[O:48])[C:20]1[CH:25]=[CH:24][C:23]([NH:26][C:27]2[CH:32]=[C:31]([NH:33][CH2:34][C:35]3[CH:40]=[CH:39][C:38]([Cl:41])=[CH:37][CH:36]=3)[N:30]=[C:29]([O:42][CH2:43][C:44]([F:47])([F:46])[F:45])[N:28]=2)=[N:22][CH:21]=1)(C)(C)C, predict the reaction product. The product is: [NH2:14][CH2:15][C:16]([CH3:50])([CH3:49])[CH2:17][NH:18][C:19](=[O:48])[C:20]1[CH:25]=[CH:24][C:23]([NH:26][C:27]2[CH:32]=[C:31]([NH:33][CH2:34][C:35]3[CH:40]=[CH:39][C:38]([Cl:41])=[CH:37][CH:36]=3)[N:30]=[C:29]([O:42][CH2:43][C:44]([F:47])([F:46])[F:45])[N:28]=2)=[N:22][CH:21]=1. (9) Given the reactants [N:1]1([C:12](=[O:13])[C:11]2[N:10]([CH2:14][C:15]([OH:17])=O)[CH:9]=[N:8][C:7]=2[N:5]([CH3:6])[C:3]1=[O:4])[CH3:2].[F:18][C:19]([F:25])([F:24])[CH2:20][CH2:21][CH2:22][NH2:23].C1(N=C=NC2CCCCC2)CCCCC1, predict the reaction product. The product is: [CH3:2][N:1]1[C:12](=[O:13])[C:11]2[N:10]([CH2:14][C:15]([NH:23][CH2:22][CH2:21][CH2:20][C:19]([F:25])([F:24])[F:18])=[O:17])[CH:9]=[N:8][C:7]=2[N:5]([CH3:6])[C:3]1=[O:4]. (10) The product is: [Br:15][C:3]1[CH:4]=[C:5]([C:7]([O:9][CH3:10])=[O:8])[O:6][C:2]=1[CH3:1]. Given the reactants [CH3:1][C:2]1[O:6][C:5]([C:7]([O:9][CH3:10])=[O:8])=[CH:4][CH:3]=1.[Cl-].[Cl-].[Cl-].[Al+3].[Br:15]Br, predict the reaction product.